Dataset: Catalyst prediction with 721,799 reactions and 888 catalyst types from USPTO. Task: Predict which catalyst facilitates the given reaction. The catalyst class is: 2. Reactant: [CH2:1]([C@@:5]1([CH2:28][CH3:29])[NH:11][C@H:10]([C:12]2[CH:17]=[CH:16][CH:15]=[CH:14][CH:13]=2)[C:9]2[CH:18]=[C:19]([O:24][CH3:25])[C:20]([CH:22]=O)=[CH:21][C:8]=2[S:7](=[O:27])(=[O:26])[CH2:6]1)[CH2:2][CH2:3][CH3:4].[CH2:30]([S:37][S:38][CH2:39][C@H:40]([NH2:45])[C:41]([O:43][CH3:44])=[O:42])[C@H:31]([NH2:36])[C:32]([O:34][CH3:35])=[O:33]. Product: [CH2:1]([C@@:5]1([CH2:28][CH3:29])[NH:11][C@H:10]([C:12]2[CH:17]=[CH:16][CH:15]=[CH:14][CH:13]=2)[C:9]2[CH:18]=[C:19]([O:24][CH3:25])[C:20]([CH2:22][NH:36][C@H:31]([C:32]([O:34][CH3:35])=[O:33])[CH2:30][S:37][S:38][CH2:39][C@H:40]([NH2:45])[C:41]([O:43][CH3:44])=[O:42])=[CH:21][C:8]=2[S:7](=[O:26])(=[O:27])[CH2:6]1)[CH2:2][CH2:3][CH3:4].